From a dataset of Reaction yield outcomes from USPTO patents with 853,638 reactions. Predict the reaction yield, written as a fraction of the theoretical maximum amount of product (1.0 means a 100% yield; for example, 0.34 means a 34% yield). (1) The reactants are [CH3:1][N:2]([CH3:21])[S:3]([CH2:6][CH2:7][C:8]1[CH:13]=[CH:12][C:11]([NH2:14])=[C:10]([C:15]2[CH2:20][CH2:19][CH2:18][CH2:17][CH:16]=2)[CH:9]=1)(=[O:5])=[O:4].C1CN([P+](Br)(N2CCCC2)N2CCCC2)CC1.F[P-](F)(F)(F)(F)F.[K+].[C:47]([C:49]1[N:50]=[C:51]([C:62]([O-])=[O:63])[N:52]([CH2:54][O:55][CH2:56][CH2:57][Si:58]([CH3:61])([CH3:60])[CH3:59])[CH:53]=1)#[N:48].CCN(C(C)C)C(C)C. The catalyst is C(Cl)Cl. The product is [C:15]1([C:10]2[CH:9]=[C:8]([CH2:7][CH2:6][S:3](=[O:4])(=[O:5])[N:2]([CH3:1])[CH3:21])[CH:13]=[CH:12][C:11]=2[NH:14][C:62]([C:51]2[N:52]([CH2:54][O:55][CH2:56][CH2:57][Si:58]([CH3:61])([CH3:60])[CH3:59])[CH:53]=[C:49]([C:47]#[N:48])[N:50]=2)=[O:63])[CH2:20][CH2:19][CH2:18][CH2:17][CH:16]=1. The yield is 1.00. (2) The reactants are Br[C:2]1[CH:8]=[CH:7][C:5]([NH2:6])=[CH:4][CH:3]=1.[F:9][C:10]([F:21])([F:20])[C:11]1[CH:16]=[CH:15][C:14](B(O)O)=[CH:13][CH:12]=1.C(=O)(O)[O-].[Na+]. The catalyst is C(=O)([O-])[O-].[K+].[K+].CN(C)C=O.C1C=CC([P]([Pd]([P](C2C=CC=CC=2)(C2C=CC=CC=2)C2C=CC=CC=2)([P](C2C=CC=CC=2)(C2C=CC=CC=2)C2C=CC=CC=2)[P](C2C=CC=CC=2)(C2C=CC=CC=2)C2C=CC=CC=2)(C2C=CC=CC=2)C2C=CC=CC=2)=CC=1. The product is [F:9][C:10]([F:21])([F:20])[C:11]1[CH:16]=[CH:15][C:14]([C:2]2[CH:8]=[CH:7][C:5]([NH2:6])=[CH:4][CH:3]=2)=[CH:13][CH:12]=1. The yield is 0.700. (3) The reactants are [CH2:1]([N:8]([CH2:15][C:16]1[C:21](Cl)=[N:20][C:19]([N:23]([CH3:27])[CH2:24][CH2:25][CH3:26])=[CH:18][N:17]=1)[CH2:9][C@@H:10]([OH:14])[CH2:11][O:12][CH3:13])[C:2]1[CH:7]=[CH:6][CH:5]=[CH:4][CH:3]=1.CC(C)([O-])C.[K+].O. The catalyst is CN(C=O)C. The product is [CH2:1]([N:8]1[CH2:15][C:16]2[N:17]=[CH:18][C:19]([N:23]([CH3:27])[CH2:24][CH2:25][CH3:26])=[N:20][C:21]=2[O:14][C@@H:10]([CH2:11][O:12][CH3:13])[CH2:9]1)[C:2]1[CH:7]=[CH:6][CH:5]=[CH:4][CH:3]=1. The yield is 0.900. (4) The reactants are [C:1]([CH:8]([NH2:15])[C:9]1[CH:14]=[CH:13][N:12]=[CH:11][CH:10]=1)([O:3][C:4]([CH3:7])([CH3:6])[CH3:5])=[O:2]. The catalyst is [Rh]. The product is [C:1]([CH:8]([NH2:15])[CH:9]1[CH2:10][CH2:11][NH:12][CH2:13][CH2:14]1)([O:3][C:4]([CH3:7])([CH3:6])[CH3:5])=[O:2]. The yield is 0.990. (5) The catalyst is CC(O)=O.O. The reactants are [N:1]1([C:5]2[N:10]=[C:9]([S:11][CH3:12])[N:8]=[C:7]([NH:13][NH:14][C:15](=[O:34])[C@H:16]([CH2:28][CH:29]3[CH2:33][CH2:32][CH2:31][CH2:30]3)[CH2:17][N:18]([O:21]C3CCCCO3)[CH:19]=[O:20])[C:6]=2[F:35])[CH2:4][CH2:3][CH2:2]1. The yield is 0.440. The product is [N:1]1([C:5]2[N:10]=[C:9]([S:11][CH3:12])[N:8]=[C:7]([NH:13][NH:14][C:15](=[O:34])[C@H:16]([CH2:28][CH:29]3[CH2:30][CH2:31][CH2:32][CH2:33]3)[CH2:17][N:18]([OH:21])[CH:19]=[O:20])[C:6]=2[F:35])[CH2:2][CH2:3][CH2:4]1. (6) The reactants are [C:1]1([C:12]2[CH:17]=[CH:16][CH:15]=[CH:14][CH:13]=2)[CH:6]=[CH:5][C:4]([C:7]2[S:8][CH:9]=[CH:10][N:11]=2)=[CH:3][CH:2]=1.[Br:18]N1C(=O)CCC1=O.[O-]S([O-])=O.[Na+].[Na+]. The catalyst is C(#N)C. The product is [C:1]1([C:12]2[CH:17]=[CH:16][CH:15]=[CH:14][CH:13]=2)[CH:6]=[CH:5][C:4]([C:7]2[S:8][C:9]([Br:18])=[CH:10][N:11]=2)=[CH:3][CH:2]=1. The yield is 0.690. (7) The reactants are [N:1]12[CH2:8][CH2:7][C:4]([C:9]([C:17]3[CH:22]=[CH:21][CH:20]=[CH:19][CH:18]=3)([C:11]3[CH:16]=[CH:15][CH:14]=[CH:13][CH:12]=3)[OH:10])([CH2:5][CH2:6]1)[CH2:3][CH2:2]2.[Br:23][CH2:24][CH:25]1[CH2:27][CH2:26]1. The catalyst is CC#N. The product is [Br-:23].[CH:25]1([CH2:24][N+:1]23[CH2:6][CH2:5][C:4]([C:9]([OH:10])([C:17]4[CH:22]=[CH:21][CH:20]=[CH:19][CH:18]=4)[C:11]4[CH:12]=[CH:13][CH:14]=[CH:15][CH:16]=4)([CH2:3][CH2:2]2)[CH2:7][CH2:8]3)[CH2:27][CH2:26]1. The yield is 0.399. (8) The reactants are [OH:1][C:2]1[CH:7]=[CH:6][C:5]([C:8]2([OH:27])[CH2:13][CH2:12][N:11]([C:14]3[CH:15]=[CH:16][C:17]4[N:18]([C:20]([C:23]([F:26])([F:25])[F:24])=[N:21][N:22]=4)[N:19]=3)[CH2:10][CH2:9]2)=[CH:4][CH:3]=1.[CH3:28][N:29]([CH3:33])[CH2:30][CH2:31]O. The product is [CH3:28][N:29]([CH3:33])[CH2:30][CH2:31][O:1][C:2]1[CH:7]=[CH:6][C:5]([C:8]2([OH:27])[CH2:13][CH2:12][N:11]([C:14]3[CH:15]=[CH:16][C:17]4[N:18]([C:20]([C:23]([F:26])([F:25])[F:24])=[N:21][N:22]=4)[N:19]=3)[CH2:10][CH2:9]2)=[CH:4][CH:3]=1. The yield is 0.740. No catalyst specified. (9) The reactants are [H-].[Na+].O1CCCC1.[CH3:8][O:9][C:10](=[O:30])[C:11]1[CH:16]=[CH:15][CH:14]=[CH:13][C:12]=1[CH2:17][S:18][C:19]1[NH:20][C:21]2[CH:27]=[C:26]([CH3:28])[C:25]([CH3:29])=[CH:24][C:22]=2[N:23]=1.Cl[CH2:32][C:33]1[C:42]2[C:37](=[CH:38][CH:39]=[CH:40][CH:41]=2)[CH:36]=[CH:35][CH:34]=1. The catalyst is O. The product is [CH3:8][O:9][C:10](=[O:30])[C:11]1[CH:16]=[CH:15][CH:14]=[CH:13][C:12]=1[CH2:17][S:18][C:19]1[N:20]([CH2:32][C:33]2[C:42]3[C:37](=[CH:38][CH:39]=[CH:40][CH:41]=3)[CH:36]=[CH:35][CH:34]=2)[C:21]2[CH:27]=[C:26]([CH3:28])[C:25]([CH3:29])=[CH:24][C:22]=2[N:23]=1. The yield is 0.320. (10) The reactants are [Cl:1][C:2]1[CH:11]=[CH:10][C:9]2[N:8]=[C:7]3[C:12](=[O:16])[NH:13][CH:14]=[N:15][C:6]3=[C:5]([C:17]([F:20])([F:19])[F:18])[C:4]=2[CH:3]=1.[Li][CH2:22][CH2:23][CH2:24][CH3:25]. The catalyst is C1COCC1.CN(CCN(C)C)C. The product is [CH2:22]([C:5]1([C:17]([F:18])([F:20])[F:19])[C:4]2[CH:3]=[C:2]([Cl:1])[CH:11]=[CH:10][C:9]=2[NH:8][C:7]2[C:12](=[O:16])[NH:13][CH:14]=[N:15][C:6]1=2)[CH2:23][CH2:24][CH3:25]. The yield is 0.340.